This data is from Reaction yield outcomes from USPTO patents with 853,638 reactions. The task is: Predict the reaction yield, written as a fraction of the theoretical maximum amount of product (1.0 means a 100% yield; for example, 0.34 means a 34% yield). The reactants are [CH2:1]1[CH:5]2[CH2:6][NH:7][CH2:8][CH:4]2[CH2:3][N:2]1[C:9]([C:11]1[CH:16]=[CH:15][C:14]([O:17][CH3:18])=[CH:13][C:12]=1[N:19]1[N:23]=[CH:22][CH:21]=[N:20]1)=[O:10].Cl[C:25]1[N:30]=[C:29]([CH3:31])[CH:28]=[C:27]([CH3:32])[N:26]=1. The catalyst is CN(C=O)C.CCOC(C)=O. The product is [CH3:32][C:27]1[CH:28]=[C:29]([CH3:31])[N:30]=[C:25]([N:7]2[CH2:8][CH:4]3[CH:5]([CH2:1][N:2]([C:9]([C:11]4[CH:16]=[CH:15][C:14]([O:17][CH3:18])=[CH:13][C:12]=4[N:19]4[N:20]=[CH:21][CH:22]=[N:23]4)=[O:10])[CH2:3]3)[CH2:6]2)[N:26]=1. The yield is 0.970.